This data is from Forward reaction prediction with 1.9M reactions from USPTO patents (1976-2016). The task is: Predict the product of the given reaction. (1) Given the reactants COC([C:5]1([C:11]2[CH:16]=[C:15]([O:17][CH2:18][C:19]3[CH:20]=[C:21]4[C:26](=[CH:27][CH:28]=3)[N:25]3[N:29]=[N:30][N:31]=[C:24]3[CH:23]=[CH:22]4)[CH:14]=[C:13]([F:32])[CH:12]=2)[CH2:10][CH2:9][O:8][CH2:7][CH2:6]1)=O.FC1C=C(C2(C(N)=O)CCOCC2)C=[C:38]([O:40]CC2C=C3C(=CC=2)N2N=NN=C2C=C3)C=1.FC1C=C(C2(C(O)=O)CCOCC2)C=C(OCC2C=C3C(=CC=2)N2N=NN=C2C=C3)C=1.N1N2C3C(C=CC2=NN=1)=CC(SC1N=C(C2(C#N)CCOCC2)C=CC=1)=CC=3.N1N2C3C(C=CC2=NN=1)=CC(SC1N=C(C2(C(N)=O)CCOCC2)C=CC=1)=CC=3.FC1C=C(C=C(C2(OC)CCOCC2)C=1)OCC1C=C2C(=CC=1)N1N=NN=C1C=N2, predict the reaction product. The product is: [F:32][C:13]1[CH:14]=[C:15]([CH:16]=[C:11]([C:5]2([O:40][CH3:38])[CH2:6][CH2:7][O:8][CH2:9][CH2:10]2)[CH:12]=1)[O:17][CH2:18][C:19]1[CH:20]=[C:21]2[C:26](=[CH:27][CH:28]=1)[N:25]1[N:29]=[N:30][N:31]=[C:24]1[CH:23]=[CH:22]2. (2) Given the reactants C[O:2][C:3]1[CH:8]=[CH:7][N:6]=[C:5]([C:9]2[CH:14]=[C:13]([O:15]C)[CH:12]=[CH:11][N:10]=2)[CH:4]=1.Br.O, predict the reaction product. The product is: [N:6]1[CH:7]=[CH:8][C:3]([OH:2])=[CH:4][C:5]=1[C:9]1[CH:14]=[C:13]([OH:15])[CH:12]=[CH:11][N:10]=1. (3) The product is: [C:2]1([C:25]2[CH:30]=[CH:29][CH:28]=[CH:27][CH:26]=2)[CH:7]=[CH:6][CH:5]=[C:4]([N:8]2[CH2:23][CH:11]3[CH2:12][N:13]([C:16]([O:18][C:19]([CH3:22])([CH3:21])[CH3:20])=[O:17])[CH2:14][CH2:15][N:10]3[C:9]2=[O:24])[CH:3]=1. Given the reactants Br[C:2]1[CH:3]=[C:4]([N:8]2[CH2:23][CH:11]3[CH2:12][N:13]([C:16]([O:18][C:19]([CH3:22])([CH3:21])[CH3:20])=[O:17])[CH2:14][CH2:15][N:10]3[C:9]2=[O:24])[CH:5]=[CH:6][CH:7]=1.[C:25]1(B(O)O)[CH:30]=[CH:29][CH:28]=[CH:27][CH:26]=1.C(=O)([O-])[O-].[K+].[K+].O1CCOCC1, predict the reaction product. (4) Given the reactants [C:1]([N:5]([CH3:34])[C:6]([C:8]1[N:12]2[CH2:13][CH2:14][C:15]3[C:20]([C:11]2=[C:10]([C:27]2[S:28][CH:29]=[CH:30][CH:31]=2)[C:9]=1[CH2:32][OH:33])=[CH:19][C:18]([O:21][CH:22]([CH3:24])[CH3:23])=[C:17]([O:25][CH3:26])[CH:16]=3)=[O:7])([CH3:4])([CH3:3])[CH3:2].[H-].[Na+].I[CH3:38].O, predict the reaction product. The product is: [C:1]([N:5]([CH3:34])[C:6]([C:8]1[N:12]2[CH2:13][CH2:14][C:15]3[C:20]([C:11]2=[C:10]([C:27]2[S:28][CH:29]=[CH:30][CH:31]=2)[C:9]=1[CH2:32][O:33][CH3:38])=[CH:19][C:18]([O:21][CH:22]([CH3:24])[CH3:23])=[C:17]([O:25][CH3:26])[CH:16]=3)=[O:7])([CH3:4])([CH3:2])[CH3:3]. (5) Given the reactants [CH2:1]([O:8][N:9]1[C:15](=[O:16])[N:14]2[CH2:17][C@H:10]1[CH2:11][CH2:12][C@H:13]2[C:18]([OH:20])=O)[C:2]1[CH:7]=[CH:6][CH:5]=[CH:4][CH:3]=1.[NH2:21][N:22]1[CH2:27][CH2:26][CH2:25][CH2:24][C:23]1=[O:28].C1C=CC2N(O)N=NC=2C=1.CCN=C=NCCCN(C)C, predict the reaction product. The product is: [CH2:1]([O:8][N:9]1[C:15](=[O:16])[N:14]2[CH2:17][C@H:10]1[CH2:11][CH2:12][C@H:13]2[C:18]([NH:21][N:22]1[CH2:27][CH2:26][CH2:25][CH2:24][C:23]1=[O:28])=[O:20])[C:2]1[CH:3]=[CH:4][CH:5]=[CH:6][CH:7]=1. (6) The product is: [CH3:1][C:2]1[C:7]([C:8]2[C:17]3[CH:16]=[N:15][CH:14]=[CH:13][C:12]=3[C:11]([OH:18])=[CH:10][CH:9]=2)=[C:6]([CH3:20])[N:5]=[CH:4][N:3]=1. Given the reactants [CH3:1][C:2]1[C:7]([C:8]2[CH:9]=[CH:10][C:11]([O:18]C)=[C:12]3[C:17]=2[CH:16]=[N:15][CH:14]=[CH:13]3)=[C:6]([CH3:20])[N:5]=[CH:4][N:3]=1.B(Br)(Br)Br, predict the reaction product. (7) The product is: [F:34][C:35]1[CH:42]=[CH:41][C:38]([CH2:39][N:32]2[CH:31]=[CH:30][N:29]=[C:28]2[CH:8]([NH:7][C:6](=[O:33])[O:5][C:1]([CH3:4])([CH3:2])[CH3:3])[CH2:9][C:10]2[CH:18]=[C:17]([CH3:19])[C:16]3[C:12](=[CH:13][N:14]([CH2:20][O:21][CH2:22][CH2:23][Si:24]([CH3:25])([CH3:27])[CH3:26])[N:15]=3)[CH:11]=2)=[CH:37][CH:36]=1. Given the reactants [C:1]([O:5][C:6](=[O:33])[NH:7][CH:8]([C:28]1[NH:29][CH:30]=[CH:31][N:32]=1)[CH2:9][C:10]1[CH:18]=[C:17]([CH3:19])[C:16]2[C:12](=[CH:13][N:14]([CH2:20][O:21][CH2:22][CH2:23][Si:24]([CH3:27])([CH3:26])[CH3:25])[N:15]=2)[CH:11]=1)([CH3:4])([CH3:3])[CH3:2].[F:34][C:35]1[CH:42]=[CH:41][C:38]([CH2:39]Br)=[CH:37][CH:36]=1.C(=O)([O-])[O-].[K+].[K+], predict the reaction product. (8) The product is: [CH3:5][O:4][C:2](=[O:3])[NH:14][C:9]1[CH:10]=[CH:11][C:12]([CH3:13])=[C:7]([Br:6])[CH:8]=1. Given the reactants Cl[C:2]([O:4][CH3:5])=[O:3].[Br:6][C:7]1[CH:8]=[C:9]([NH2:14])[CH:10]=[CH:11][C:12]=1[CH3:13].O, predict the reaction product. (9) Given the reactants C1C=C2[N:7]=NN(O)C2=CC=1.O.CCN=C=NCCCN(C)C.Cl.O.N.[NH:26]([C:33]([C:36]1[N:37]([CH3:50])[C:38]([C:41]2[CH:49]=[CH:48][C:44]([C:45](O)=[O:46])=[CH:43][CH:42]=2)=[N:39][N:40]=1)([CH3:35])[CH3:34])[C:27]1[CH:32]=[CH:31][CH:30]=[CH:29][CH:28]=1, predict the reaction product. The product is: [NH:26]([C:33]([C:36]1[N:37]([CH3:50])[C:38]([C:41]2[CH:42]=[CH:43][C:44]([C:45]([NH2:7])=[O:46])=[CH:48][CH:49]=2)=[N:39][N:40]=1)([CH3:35])[CH3:34])[C:27]1[CH:28]=[CH:29][CH:30]=[CH:31][CH:32]=1. (10) Given the reactants [CH3:1][O:2][C:3]1[CH:8]=[CH:7][C:6]([C:9]2[CH:14]=[C:13]([N:15]3[CH2:19][CH2:18][CH2:17][CH2:16]3)[N:12]=[C:11](/[CH:20]=[CH:21]/[C:22]3[N:31]=[C:30]([N:32]([CH3:34])[CH3:33])[C:29]4[C:24](=[CH:25][CH:26]=[CH:27][CH:28]=4)[N:23]=3)[N:10]=2)=[CH:5][C:4]=1[O:35]COC.CO.[ClH:41], predict the reaction product. The product is: [ClH:41].[ClH:41].[CH3:34][N:32]([CH3:33])[C:30]1[C:29]2[C:24](=[CH:25][CH:26]=[CH:27][CH:28]=2)[N:23]=[C:22](/[CH:21]=[CH:20]/[C:11]2[N:10]=[C:9]([C:6]3[CH:7]=[CH:8][C:3]([O:2][CH3:1])=[C:4]([OH:35])[CH:5]=3)[CH:14]=[C:13]([N:15]3[CH2:16][CH2:17][CH2:18][CH2:19]3)[N:12]=2)[N:31]=1.